From a dataset of Reaction yield outcomes from USPTO patents with 853,638 reactions. Predict the reaction yield, written as a fraction of the theoretical maximum amount of product (1.0 means a 100% yield; for example, 0.34 means a 34% yield). (1) The reactants are C([C:5]1C=C[N:8]=[CH:7][CH:6]=1)(C)(C)C.O.[C:12](#[N:15])[CH:13]=[CH2:14].Br[CH2:17][C:18]1[CH:23]=[CH:22][CH:21]=[CH:20][C:19]=1[S:24][C:25]1[CH:30]=[CH:29][CH:28]=[CH:27][C:26]=1[CH2:31]Br.[Cl-].[NH4+]. The catalyst is [Mn].[Cl-].[Cr+3].[Cl-].[Cl-].O1CCCC1. The product is [C:12]([CH2:13][CH2:14][CH2:17][C:18]1[CH:23]=[CH:22][CH:21]=[CH:20][C:19]=1[S:24][C:25]1[C:26]([CH2:31][CH2:5][CH2:6][C:7]#[N:8])=[CH:27][CH:28]=[CH:29][CH:30]=1)#[N:15]. The yield is 0.750. (2) The reactants are [NH2:1][C:2]1[N:7]=[CH:6][N:5]=[C:4]2[N:8]([C@@H:25]3[CH2:30][CH2:29][CH2:28][N:27]([C:31](=[O:35])[CH2:32][C:33]#[N:34])[CH2:26]3)[N:9]=[C:10]([C:11]3[CH:16]=[CH:15][C:14]([O:17][C:18]4[CH:23]=[CH:22][CH:21]=[CH:20][C:19]=4[F:24])=[CH:13][CH:12]=3)[C:3]=12.[CH:36]1([CH:39]=O)[CH2:38][CH2:37]1.N1CCCCC1. The catalyst is CO. The product is [NH2:1][C:2]1[N:7]=[CH:6][N:5]=[C:4]2[N:8]([C@@H:25]3[CH2:30][CH2:29][CH2:28][N:27]([C:31]([C:32](=[CH:39][CH:36]4[CH2:38][CH2:37]4)[C:33]#[N:34])=[O:35])[CH2:26]3)[N:9]=[C:10]([C:11]3[CH:16]=[CH:15][C:14]([O:17][C:18]4[CH:23]=[CH:22][CH:21]=[CH:20][C:19]=4[F:24])=[CH:13][CH:12]=3)[C:3]=12. The yield is 0.230. (3) The reactants are [N:1]1[CH:6]=[CH:5][CH:4]=[CH:3][C:2]=1[C:7]1[CH:16]=[CH:15][CH:14]=[C:13]2[C:8]=1[CH2:9][CH2:10][NH:11][CH2:12]2.[Br:17][C:18]1[N:19]=[CH:20][C:21]([O:32][CH3:33])=[C:22]2[C:26]([C:27](=[O:31])[C:28](O)=[O:29])=[CH:25][NH:24][C:23]=12.CCN(C(C)C)C(C)C.[B-](F)(F)(F)F.CN(C(ON1N=NC2C1=CC=CC=2)=[N+](C)C)C. The catalyst is CN(C=O)C. The product is [Br:17][C:18]1[N:19]=[CH:20][C:21]([O:32][CH3:33])=[C:22]2[C:26]([C:27](=[O:31])[C:28]([N:11]3[CH2:10][CH2:9][C:8]4[C:13](=[CH:14][CH:15]=[CH:16][C:7]=4[C:2]4[CH:3]=[CH:4][CH:5]=[CH:6][N:1]=4)[CH2:12]3)=[O:29])=[CH:25][NH:24][C:23]=12. The yield is 0.750. (4) The reactants are [CH:1]([O:4][C:5]1[CH:6]=[CH:7][C:8]([C:12]([O-:14])=[O:13])=[N:9][C:10]=1[CH3:11])([CH3:3])[CH3:2].[Li+].[OH-].O.CCOC(C)=O. The catalyst is C1COCC1.O. The product is [CH:1]([O:4][C:5]1[CH:6]=[CH:7][C:8]([C:12]([OH:14])=[O:13])=[N:9][C:10]=1[CH3:11])([CH3:3])[CH3:2]. The yield is 0.740. (5) The reactants are Br[C:2]1[C:11]2[O:10][CH2:9][CH2:8][O:7][C:6]=2[C:5]([O:12][CH3:13])=[CH:4][CH:3]=1.C([Li])CCC.C([O:22][B:23](OC(C)C)[O:24]C(C)C)(C)C. The catalyst is C1COCC1. The product is [CH3:13][O:12][C:5]1[C:6]2[O:7][CH2:8][CH2:9][O:10][C:11]=2[C:2]([B:23]([OH:24])[OH:22])=[CH:3][CH:4]=1. The yield is 0.875. (6) The reactants are C1(P(C2C=CC=CC=2)C2C=CC=CC=2)C=CC=CC=1.CCOC(/N=N/C(OCC)=O)=O.[Cl:32][C:33]1[C:38]([F:39])=[CH:37][CH:36]=[C:35]([Cl:40])[C:34]=1[CH:41]([OH:43])C.O[C:45]1[C:46]([N+:51]([O-:53])=[O:52])=[N:47][CH:48]=[CH:49][CH:50]=1. The catalyst is C1(C)C=CC=CC=1.C1COCC1. The product is [Cl:32][C:33]1[C:38]([F:39])=[CH:37][CH:36]=[C:35]([Cl:40])[C:34]=1[CH2:41][O:43][C:45]1[C:46]([N+:51]([O-:53])=[O:52])=[N:47][CH:48]=[CH:49][CH:50]=1. The yield is 0.980. (7) The reactants are [OH:1][C:2]1[CH:7]=[CH:6][C:5]([C:8](=[CH:12][C:13]2[CH:18]=[CH:17][C:16]([CH3:19])=[CH:15][CH:14]=2)[C:9]([OH:11])=[O:10])=[CH:4][CH:3]=1.C(=O)([O-])[O-].[K+].[K+].F[C:27]1[CH:34]=[CH:33][C:30]([CH:31]=[O:32])=[CH:29][CH:28]=1.Cl. The catalyst is CN(C)C(=O)C.O. The product is [CH:31]([C:30]1[CH:33]=[CH:34][C:27]([O:1][C:2]2[CH:7]=[CH:6][C:5]([C:8](=[CH:12][C:13]3[CH:14]=[CH:15][C:16]([CH3:19])=[CH:17][CH:18]=3)[C:9]([OH:11])=[O:10])=[CH:4][CH:3]=2)=[CH:28][CH:29]=1)=[O:32]. The yield is 0.790.